From a dataset of Full USPTO retrosynthesis dataset with 1.9M reactions from patents (1976-2016). Predict the reactants needed to synthesize the given product. Given the product [OH:4][CH2:5][C:6]([NH:8][C:9]1[CH:10]=[CH:11][C:12]([C:13]([NH:15][C:16]2[S:20][C:19]([NH:21][C:22]3[CH:31]=[CH:30][C:29]4[C:24](=[CH:25][CH:26]=[CH:27][CH:28]=4)[CH:23]=3)=[N:18][C:17]=2[C:32]([NH2:34])=[O:33])=[O:14])=[CH:35][CH:36]=1)=[O:7], predict the reactants needed to synthesize it. The reactants are: C([O:4][CH2:5][C:6]([NH:8][C:9]1[CH:36]=[CH:35][C:12]([C:13]([NH:15][C:16]2[S:20][C:19]([NH:21][C:22]3[CH:31]=[CH:30][C:29]4[C:24](=[CH:25][CH:26]=[CH:27][CH:28]=4)[CH:23]=3)=[N:18][C:17]=2[C:32]([NH2:34])=[O:33])=[O:14])=[CH:11][CH:10]=1)=[O:7])(=O)C.C([O-])([O-])=O.[K+].[K+].